Dataset: Forward reaction prediction with 1.9M reactions from USPTO patents (1976-2016). Task: Predict the product of the given reaction. (1) Given the reactants [CH3:1][N:2]([CH3:20])[CH2:3][C@H:4]([OH:19])[CH2:5][O:6][C:7]([CH3:18])([CH3:17])[CH2:8][N:9]1[CH:13]=[CH:12][C:11]([N+:14]([O-])=O)=[N:10]1.C(OCC)(=O)C.[H][H], predict the reaction product. The product is: [NH2:14][C:11]1[CH:12]=[CH:13][N:9]([CH2:8][C:7]([CH3:18])([CH3:17])[O:6][CH2:5][C@@H:4]([OH:19])[CH2:3][N:2]([CH3:1])[CH3:20])[N:10]=1. (2) The product is: [C:1]([C:4]1[C:12]2[C:7](=[CH:8][CH:9]=[C:10]([N:13]3[CH2:14][CH2:15][N:16]([C:19](=[O:21])[CH3:20])[CH2:17][CH2:18]3)[CH:11]=2)[N:6]([CH2:22][C:23]([N:39]2[CH2:40][C@H:41]([F:42])[CH2:37][C@H:38]2[C:43]([NH:45][C:46]2[C:51]([F:70])=[C:50]([C:49]3[CH:63]=[CH:64][CH:65]=[CH:66][C:48]=3[Cl:52])[CH:30]=[CH:29][CH:31]=2)=[O:44])=[O:25])[CH:5]=1)(=[O:3])[CH3:2]. Given the reactants [C:1]([C:4]1[C:12]2[C:7](=[CH:8][CH:9]=[C:10]([N:13]3[CH2:18][CH2:17][N:16]([C:19](=[O:21])[CH3:20])[CH2:15][CH2:14]3)[CH:11]=2)[N:6]([CH2:22][C:23]([OH:25])=O)[CH:5]=1)(=[O:3])[CH3:2].CCN(C(C)C)[CH:29]([CH3:31])[CH3:30].Cl.Cl[CH:37]1[C@H:41]([F:42])[CH2:40][NH:39][C@H:38]1[C:43]([NH:45][C:46]1[CH:51]=[CH:50][CH:49]=[C:48]([Cl:52])N=1)=[O:44].CN(C(ON1N=N[C:63]2[CH:64]=[CH:65][CH:66]=NC1=2)=[N+](C)C)C.[F:70][P-](F)(F)(F)(F)F, predict the reaction product. (3) Given the reactants [CH3:1][C@@H:2]([CH2:16][CH3:17])[CH2:3][NH:4][C:5]1[N:15]=[CH:14][CH:13]=[CH:12][C:6]=1[C:7]([O:9][CH2:10]C)=[O:8].C(C(CC)CNC1N=CC=CC=1C(OCC)=[O:26])C, predict the reaction product. The product is: [CH3:1][C@@H:2]([CH2:16][CH3:17])[CH2:3][N:4]1[C:5]2[N:15]=[CH:14][CH:13]=[CH:12][C:6]=2[C:7](=[O:8])[O:9][C:10]1=[O:26]. (4) Given the reactants Br[CH2:2][C:3]([C:5]1[CH:10]=[CH:9][C:8]([Cl:11])=[CH:7][CH:6]=1)=O.[Cl:12][C:13]1[CH:14]=[CH:15][C:16]([NH2:19])=[N:17][CH:18]=1.O, predict the reaction product. The product is: [Cl:12][C:13]1[CH:14]=[CH:15][C:16]2[N:17]([CH:2]=[C:3]([C:5]3[CH:10]=[CH:9][C:8]([Cl:11])=[CH:7][CH:6]=3)[N:19]=2)[CH:18]=1. (5) Given the reactants FC(F)(F)S(O[Si](C)(C)C)(=O)=O.[CH3:13][C:14]1[N:18]([CH2:19][C:20]([O:22][CH2:23][CH3:24])=[O:21])[C:17]2[CH2:25][CH2:26][O:27][CH2:28][C:16]=2[CH:15]=1.[N:29]1([S:34]([C:37]2[CH:44]=[CH:43][C:40]([CH:41]=O)=[CH:39][CH:38]=2)(=[O:36])=[O:35])[CH2:33][CH2:32][CH2:31][CH2:30]1.C([SiH](CC)CC)C, predict the reaction product. The product is: [OH:27][CH2:26][CH2:25][C:17]1[N:18]([CH2:19][C:20]([O:22][CH2:23][CH3:24])=[O:21])[C:14]([CH3:13])=[C:15]([CH2:41][C:40]2[CH:43]=[CH:44][C:37]([S:34]([N:29]3[CH2:33][CH2:32][CH2:31][CH2:30]3)(=[O:36])=[O:35])=[CH:38][CH:39]=2)[C:16]=1[CH3:28]. (6) Given the reactants [Si:1]([O:8][CH2:9][C@H:10]1[N:15]([C:16]([O:18][C:19]([CH3:22])([CH3:21])[CH3:20])=[O:17])[CH2:14][C@@H:13]([C:23]#[CH:24])[O:12][CH2:11]1)([C:4]([CH3:7])([CH3:6])[CH3:5])([CH3:3])[CH3:2].Br[C:26]1[C:27]([NH2:32])=[N:28][CH:29]=[CH:30][CH:31]=1.C(N(CC)CC)C, predict the reaction product. The product is: [NH2:32][C:27]1[C:26]([C:24]#[C:23][C@H:13]2[O:12][CH2:11][C@@H:10]([CH2:9][O:8][Si:1]([C:4]([CH3:7])([CH3:6])[CH3:5])([CH3:3])[CH3:2])[N:15]([C:16]([O:18][C:19]([CH3:22])([CH3:21])[CH3:20])=[O:17])[CH2:14]2)=[CH:31][CH:30]=[CH:29][N:28]=1.